Task: Regression. Given a peptide amino acid sequence and an MHC pseudo amino acid sequence, predict their binding affinity value. This is MHC class I binding data.. Dataset: Peptide-MHC class I binding affinity with 185,985 pairs from IEDB/IMGT The peptide sequence is AYFQSSMTK. The MHC is HLA-A33:01 with pseudo-sequence HLA-A33:01. The binding affinity (normalized) is 0.149.